This data is from Forward reaction prediction with 1.9M reactions from USPTO patents (1976-2016). The task is: Predict the product of the given reaction. Given the reactants [I:1][C:2]1[CH:7]=[CH:6][CH:5]=[CH:4][C:3]=1[OH:8].C([O-])([O-])=O.[K+].[K+].[C:15]([C:17]1[CH:18]=[C:19]([S:24]([NH:27][C:28]2[S:32][N:31]=[CH:30][N:29]=2)(=[O:26])=[O:25])[CH:20]=[CH:21][C:22]=1F)#[N:16].Cl, predict the reaction product. The product is: [C:15]([C:17]1[CH:18]=[C:19]([S:24]([NH:27][C:28]2[S:32][N:31]=[CH:30][N:29]=2)(=[O:26])=[O:25])[CH:20]=[CH:21][C:22]=1[O:8][C:3]1[CH:4]=[CH:5][CH:6]=[CH:7][C:2]=1[I:1])#[N:16].